From a dataset of Catalyst prediction with 721,799 reactions and 888 catalyst types from USPTO. Predict which catalyst facilitates the given reaction. (1) Reactant: [NH:1]1[C:5]([C:6]2[CH:7]=[C:8]([NH:12][C:13]([CH:15]3[CH:19]([C:20]4[CH:25]=[CH:24][CH:23]=[C:22]([Cl:26])[C:21]=4[CH3:27])[C:18]([C:30]4[CH:35]=[CH:34][C:33]([Cl:36])=[CH:32][C:31]=4[F:37])([C:28]#[N:29])[CH:17]([CH2:38][C:39]([CH3:42])([CH3:41])[CH3:40])[NH:16]3)=[O:14])[CH:9]=[CH:10][CH:11]=2)=[N:4][N:3]=[N:2]1.[C:43](=O)(O)[O-].[Na+].S(OC)(OC)(=O)=O. Product: [CH3:43][N:4]1[C:5]([C:6]2[CH:7]=[C:8]([NH:12][C:13]([CH:15]3[CH:19]([C:20]4[CH:25]=[CH:24][CH:23]=[C:22]([Cl:26])[C:21]=4[CH3:27])[C:18]([C:30]4[CH:35]=[CH:34][C:33]([Cl:36])=[CH:32][C:31]=4[F:37])([C:28]#[N:29])[CH:17]([CH2:38][C:39]([CH3:42])([CH3:41])[CH3:40])[NH:16]3)=[O:14])[CH:9]=[CH:10][CH:11]=2)=[N:1][N:2]=[N:3]1. The catalyst class is: 21. (2) Reactant: [F:1][C:2]1[C:10]([I:11])=[C:9]([CH3:12])[CH:8]=[CH:7][C:3]=1[C:4](O)=[O:5].B(OC)(OC)OC.CSC.B.CO. Product: [F:1][C:2]1[C:10]([I:11])=[C:9]([CH3:12])[CH:8]=[CH:7][C:3]=1[CH:4]=[O:5]. The catalyst class is: 1. (3) Reactant: [ClH:1].Cl.[CH2:3]([C:7]1[N:8]=[N:9][C:10]([O:26][CH2:27][CH2:28][C@H:29]2[CH2:34][CH2:33][CH2:32][CH2:31][NH:30]2)=[CH:11][C:12]=1[C:13]1[CH:18]=[CH:17][C:16]([O:19][CH:20]2[CH2:25][CH2:24][CH2:23][CH2:22][CH2:21]2)=[CH:15][CH:14]=1)[CH2:4][CH2:5][CH3:6].Cl.[CH2:36](OCC)C. Product: [ClH:1].[ClH:1].[CH2:3]([C:7]1[N:8]=[N:9][C:10]([O:26][CH2:27][CH2:28][C@H:29]2[CH2:34][CH2:33][CH2:32][CH2:31][N:30]2[CH3:36])=[CH:11][C:12]=1[C:13]1[CH:14]=[CH:15][C:16]([O:19][CH:20]2[CH2:25][CH2:24][CH2:23][CH2:22][CH2:21]2)=[CH:17][CH:18]=1)[CH2:4][CH2:5][CH3:6]. The catalyst class is: 2. (4) Reactant: [Cl:1][C:2]1[CH:7]=[CH:6][C:5]([C:8]([F:11])([F:10])[F:9])=[CH:4][N:3]=1.OO.NC(N)=[O:16].FC(F)(F)C(OC(=O)C(F)(F)F)=O. Product: [Cl:1][C:2]1[CH:7]=[CH:6][C:5]([C:8]([F:9])([F:10])[F:11])=[CH:4][N+:3]=1[O-:16]. The catalyst class is: 2. (5) Reactant: [NH2:1][C:2]1[CH:3]=[C:4]([OH:9])[CH:5]=[C:6]([CH3:8])[CH:7]=1.C(N(CC)CC)C.[CH3:17][N:18]1[C:22]([C:23](Cl)=[O:24])=[CH:21][C:20]([CH3:26])=[N:19]1.C(=O)([O-])[O-].[Na+].[Na+]. Product: [OH:9][C:4]1[CH:3]=[C:2]([NH:1][C:23]([C:22]2[N:18]([CH3:17])[N:19]=[C:20]([CH3:26])[CH:21]=2)=[O:24])[CH:7]=[C:6]([CH3:8])[CH:5]=1. The catalyst class is: 670. (6) Reactant: [C:1]1([S:7](Cl)(=[O:9])=[O:8])[CH:6]=[CH:5][CH:4]=[CH:3][CH:2]=1.C(N(CC)CC)C.[NH:18]1[CH2:23][CH2:22][CH:21]([CH2:24][N:25]2[C:33]3[C:28](=[N:29][C:30]([C:34]4[CH:35]=[N:36][N:37]([CH:39]5[CH2:44][CH2:43][CH2:42][CH2:41][O:40]5)[CH:38]=4)=[CH:31][CH:32]=3)[CH:27]=[CH:26]2)[CH2:20][CH2:19]1.CO. Product: [C:1]1([S:7]([N:18]2[CH2:19][CH2:20][CH:21]([CH2:24][N:25]3[C:33]4[C:28](=[N:29][C:30]([C:34]5[CH:35]=[N:36][N:37]([CH:39]6[CH2:44][CH2:43][CH2:42][CH2:41][O:40]6)[CH:38]=5)=[CH:31][CH:32]=4)[CH:27]=[CH:26]3)[CH2:22][CH2:23]2)(=[O:9])=[O:8])[CH:6]=[CH:5][CH:4]=[CH:3][CH:2]=1. The catalyst class is: 46. (7) Reactant: C1(S([NH:10][C:11]2[CH:16]=[CH:15][C:14]([S:17]([CH3:20])(=[O:19])=[O:18])=[CH:13][C:12]=2I)(=O)=O)C=CC=CC=1.C(N(CC)CC)C.[C:29]([C:31]1[O:32][CH:33]=[CH:34][CH:35]=1)#[CH:30].O. Product: [O:32]1[CH:33]=[CH:34][CH:35]=[C:31]1[C:29]1[NH:10][C:11]2[C:12]([CH:30]=1)=[CH:13][C:14]([S:17]([CH3:20])(=[O:18])=[O:19])=[CH:15][CH:16]=2. The catalyst class is: 9.